From a dataset of CYP2D6 inhibition data for predicting drug metabolism from PubChem BioAssay. Regression/Classification. Given a drug SMILES string, predict its absorption, distribution, metabolism, or excretion properties. Task type varies by dataset: regression for continuous measurements (e.g., permeability, clearance, half-life) or binary classification for categorical outcomes (e.g., BBB penetration, CYP inhibition). Dataset: cyp2d6_veith. (1) The compound is COC(=O)[C@@]1(Cc2ccc(OC)cc2)[C@H]2c3cc(C(=O)N(C)C)n(CCN4CNCC4=O)c3C[C@H]2CN1C(=O)c1ccccc1. The result is 0 (non-inhibitor). (2) The drug is N=C(N)c1ccc(/C=C\c2ccc(C(=N)N)cc2)cc1. The result is 0 (non-inhibitor). (3) The compound is CCc1cc2c(nc1CC)CCN(CC/C(C)=N/OC[C@@H](C)[C@H](OCc1ccccc1)C(C)C)C2. The result is 0 (non-inhibitor). (4) The molecule is COC(=O)c1ccccc1OCCCOc1ccc(C=O)cc1OC. The result is 0 (non-inhibitor). (5) The result is 1 (inhibitor). The molecule is Br.CCCCCCCCCCn1c2c(c(=N)c3c1CCC3)CCC2. (6) The molecule is COCCn1c(=O)c(-c2ccccc2)nc2cnc(Nc3cccc(OC)c3)nc21. The result is 0 (non-inhibitor).